This data is from Human liver microsome stability data. The task is: Regression/Classification. Given a drug SMILES string, predict its absorption, distribution, metabolism, or excretion properties. Task type varies by dataset: regression for continuous measurements (e.g., permeability, clearance, half-life) or binary classification for categorical outcomes (e.g., BBB penetration, CYP inhibition). Dataset: hlm. (1) The drug is CC(O)(CS(=O)(=O)c1ccccc1OC(F)(F)F)C(=O)Nc1cc(C(F)(F)F)cc(C(F)(F)F)c1. The result is 0 (unstable in human liver microsomes). (2) The drug is C=CCSCC1=CC(C)(C)Nc2ccc(-c3cc(F)ccc3OC)cc21. The result is 1 (stable in human liver microsomes). (3) The result is 1 (stable in human liver microsomes). The compound is O=C(N[C@@H](Cc1c[nH]c2ccccc12)C(=O)Nc1ccncc1)c1ccc2ccccc2c1. (4) The drug is CCCCCCSc1nccnc1O[C@H]1CN2CCC1C2. The result is 0 (unstable in human liver microsomes). (5) The molecule is CCc1nc(N)nc(N)c1-c1ccc2c(c1)N(CCO)C(=O)C(C)(c1cc(F)cc(F)c1)O2. The result is 0 (unstable in human liver microsomes).